From a dataset of Reaction yield outcomes from USPTO patents with 853,638 reactions. Predict the reaction yield, written as a fraction of the theoretical maximum amount of product (1.0 means a 100% yield; for example, 0.34 means a 34% yield). (1) The reactants are [CH2:1]([O:3][C:4](=[O:30])[C:5]([CH2:27][CH:28]=C)([NH:19][C:20]([O:22][C:23]([CH3:26])([CH3:25])[CH3:24])=[O:21])[CH2:6][CH2:7][CH2:8][CH2:9][B:10]1[O:14][C:13]([CH3:16])([CH3:15])[C:12]([CH3:18])([CH3:17])[O:11]1)[CH3:2].[O:31]=[O+][O-].C1(P(C2C=CC=CC=2)C2C=CC=CC=2)C=CC=CC=1. The catalyst is ClCCl. The product is [CH2:1]([O:3][C:4](=[O:30])[C:5]([NH:19][C:20]([O:22][C:23]([CH3:25])([CH3:26])[CH3:24])=[O:21])([CH2:27][CH:28]=[O:31])[CH2:6][CH2:7][CH2:8][CH2:9][B:10]1[O:11][C:12]([CH3:17])([CH3:18])[C:13]([CH3:15])([CH3:16])[O:14]1)[CH3:2]. The yield is 0.930. (2) The reactants are [C:1]([C:9]1[C:10]([C:15]([OH:17])=O)=[N:11][CH:12]=[CH:13][CH:14]=1)(=O)[C:2]1[CH:7]=[CH:6][CH:5]=[CH:4][CH:3]=1.S(Cl)(Cl)=O.[CH2:22]([NH:26][CH2:27][C:28]#[N:29])[CH:23]([CH3:25])[CH3:24].C(OC(=O)C)(=O)C.C(#N)C. The catalyst is C1(C)C=CC=CC=1.CN(C)C(=O)C.O. The product is [CH2:22]([N:26]1[C:15](=[O:17])[C:10]2[N:11]=[CH:12][CH:13]=[CH:14][C:9]=2[C:1]([C:2]2[CH:3]=[CH:4][CH:5]=[CH:6][CH:7]=2)=[C:27]1[C:28]#[N:29])[CH:23]([CH3:25])[CH3:24]. The yield is 0.875.